From a dataset of Forward reaction prediction with 1.9M reactions from USPTO patents (1976-2016). Predict the product of the given reaction. (1) Given the reactants [CH3:1][S:2]([C:5]1[CH:23]=[CH:22][C:8]([O:9][CH2:10][CH2:11][C@H:12]([CH:14]2[CH2:19][CH2:18][N:17]([C:20]#[N:21])[CH2:16][CH2:15]2)[CH3:13])=[CH:7][CH:6]=1)(=[O:4])=[O:3].[OH:24][CH2:25][CH2:26][C:27]([NH:29][OH:30])=N, predict the reaction product. The product is: [CH3:1][S:2]([C:5]1[CH:6]=[CH:7][C:8]([O:9][CH2:10][CH2:11][C@H:12]([CH:14]2[CH2:19][CH2:18][N:17]([C:20]3[O:30][N:29]=[C:27]([CH2:26][CH2:25][OH:24])[N:21]=3)[CH2:16][CH2:15]2)[CH3:13])=[CH:22][CH:23]=1)(=[O:4])=[O:3]. (2) The product is: [CH2:19]1[CH:23]2[C@@H:15]3[CH:13]=[CH:12][C@H:17]([CH:11]2[CH:21]=[CH:20]1)[CH2:16]3. Given the reactants C(O)(=O)C(C)=C.C([C:11]1[CH:17]=[CH:16][CH:15]=[C:13](O)[C:12]=1O)(C)(C)C.[CH2:19]1[CH2:23]O[CH2:21][CH2:20]1, predict the reaction product. (3) Given the reactants C(OC([N:8]1[CH2:13][CH2:12][CH:11]([CH2:14][C:15]2[CH:20]=[CH:19][C:18]([N:21]([CH3:26])[S:22]([CH3:25])(=[O:24])=[O:23])=[CH:17][CH:16]=2)[CH2:10][CH2:9]1)=O)(C)(C)C.[ClH:27], predict the reaction product. The product is: [ClH:27].[CH3:26][N:21]([S:22]([CH3:25])(=[O:24])=[O:23])[C:18]1[CH:17]=[CH:16][C:15]([CH2:14][CH:11]2[CH2:12][CH2:13][NH:8][CH2:9][CH2:10]2)=[CH:20][CH:19]=1. (4) Given the reactants [SH2:1].O=[C:3]1[CH2:8][CH2:7][N:6]([C:9]([O:11][C:12]([CH3:15])([CH3:14])[CH3:13])=[O:10])[CH2:5][CH2:4]1.[BH4-].[Na+], predict the reaction product. The product is: [SH:1][CH:3]1[CH2:8][CH2:7][N:6]([C:9]([O:11][C:12]([CH3:15])([CH3:14])[CH3:13])=[O:10])[CH2:5][CH2:4]1. (5) Given the reactants Br[C:2]1[CH:7]=[CH:6][C:5]([S:8]([N:11]2[CH2:16][CH2:15][CH2:14][CH2:13][CH2:12]2)(=[O:10])=[O:9])=[CH:4][CH:3]=1.Br[C:18]1[CH:19]=[C:20]2[C:26]([C:27]([O:29][CH3:30])=[O:28])=[CH:25][NH:24][C:21]2=[N:22][CH:23]=1, predict the reaction product. The product is: [N:11]1([S:8]([C:5]2[CH:6]=[CH:7][C:2]([C:18]3[CH:19]=[C:20]4[C:26]([C:27]([O:29][CH3:30])=[O:28])=[CH:25][NH:24][C:21]4=[N:22][CH:23]=3)=[CH:3][CH:4]=2)(=[O:10])=[O:9])[CH2:16][CH2:15][CH2:14][CH2:13][CH2:12]1. (6) Given the reactants C(OC([NH:8][C:9]1[N:14]=[C:13]([CH2:15][CH2:16][O:17][C:18]2[CH:40]=[CH:39][C:21]([CH2:22][C@@H:23]([C:35]([O:37][CH3:38])=[O:36])[NH:24][C:25]([C:27]3[C:32]([Cl:33])=[CH:31][CH:30]=[CH:29][C:28]=3[Cl:34])=[O:26])=[CH:20][CH:19]=2)[CH:12]=[CH:11][CH:10]=1)=O)(C)(C)C.Cl.N, predict the reaction product. The product is: [NH2:8][C:9]1[N:14]=[C:13]([CH2:15][CH2:16][O:17][C:18]2[CH:19]=[CH:20][C:21]([CH2:22][C@@H:23]([C:35]([O:37][CH3:38])=[O:36])[NH:24][C:25]([C:27]3[C:28]([Cl:34])=[CH:29][CH:30]=[CH:31][C:32]=3[Cl:33])=[O:26])=[CH:39][CH:40]=2)[CH:12]=[CH:11][CH:10]=1. (7) The product is: [CH3:1][O:2][C:3]([N:5]1[CH2:9][CH2:8][C:7]([C:10]2[CH:11]=[CH:12][CH:13]=[CH:14][CH:15]=2)([C:16]([C:17]2[CH:18]=[C:19]3[C:23](=[CH:24][CH:25]=2)[N:22]([Si:26]([CH:30]([CH3:32])[CH3:31])([CH:33]([CH3:34])[CH3:35])[CH:27]([CH3:28])[CH3:29])[CH:21]=[CH:20]3)=[O:36])[CH2:6]1)=[O:4]. Given the reactants [CH3:1][O:2][C:3]([N:5]1[CH2:9][CH2:8][C:7]([CH:16]([OH:36])[C:17]2[CH:18]=[C:19]3[C:23](=[CH:24][CH:25]=2)[N:22]([Si:26]([CH:33]([CH3:35])[CH3:34])([CH:30]([CH3:32])[CH3:31])[CH:27]([CH3:29])[CH3:28])[CH:21]=[CH:20]3)([C:10]2[CH:15]=[CH:14][CH:13]=[CH:12][CH:11]=2)[CH2:6]1)=[O:4], predict the reaction product. (8) Given the reactants [CH2:1]([O:3][C:4]1[CH:10]=[CH:9][C:7]([NH2:8])=[C:6]([N+:11]([O-:13])=[O:12])[CH:5]=1)[CH3:2].CCN(C(C)C)C(C)C.[CH2:23]([O:25][C:26]1[CH:27]=[C:28]([CH:34]=[CH:35][CH:36]=1)[O:29][CH2:30][C:31](Cl)=[O:32])[CH3:24], predict the reaction product. The product is: [CH2:1]([O:3][C:4]1[CH:10]=[CH:9][C:7]([NH:8][C:31](=[O:32])[CH2:30][O:29][C:28]2[CH:34]=[CH:35][CH:36]=[C:26]([O:25][CH2:23][CH3:24])[CH:27]=2)=[C:6]([N+:11]([O-:13])=[O:12])[CH:5]=1)[CH3:2].